This data is from Full USPTO retrosynthesis dataset with 1.9M reactions from patents (1976-2016). The task is: Predict the reactants needed to synthesize the given product. (1) Given the product [NH:41]1[C:37]([C:33]2[CH:32]=[C:31]([CH:36]=[CH:35][CH:34]=2)[CH2:30][N:17]2[C:16]3[CH:50]=[CH:51][C:13]([O:12][CH2:11][C:2]4[CH:3]=[CH:4][C:5]5[C:10](=[CH:9][CH:8]=[CH:7][CH:6]=5)[N:1]=4)=[CH:14][C:15]=3[N:19]=[C:18]2[CH2:20][C:21]2([C:26]([OH:28])=[O:27])[CH2:25][CH2:24][CH2:23][CH2:22]2)=[CH:38][CH:39]=[N:40]1, predict the reactants needed to synthesize it. The reactants are: [N:1]1[C:10]2[C:5](=[CH:6][CH:7]=[CH:8][CH:9]=2)[CH:4]=[CH:3][C:2]=1[CH2:11][O:12][C:13]1[CH:51]=[CH:50][C:16]2[N:17]([CH2:30][C:31]3[CH:36]=[CH:35][CH:34]=[C:33]([C:37]4[N:41](COCC[Si](C)(C)C)[N:40]=[CH:39][CH:38]=4)[CH:32]=3)[C:18]([CH2:20][C:21]3([C:26]([O:28]C)=[O:27])[CH2:25][CH2:24][CH2:23][CH2:22]3)=[N:19][C:15]=2[CH:14]=1.CCCC[N+](CCCC)(CCCC)CCCC.[F-]. (2) Given the product [F:11][C:8]1[CH:9]=[CH:10][C:2]2[NH:1][C:13](=[O:15])[O:5][C:4](=[O:6])[C:3]=2[CH:7]=1, predict the reactants needed to synthesize it. The reactants are: [NH2:1][C:2]1[CH:10]=[CH:9][C:8]([F:11])=[CH:7][C:3]=1[C:4]([OH:6])=[O:5].Cl[C:13](Cl)([O:15]C(=O)OC(Cl)(Cl)Cl)Cl. (3) Given the product [Cl:26][C:5]1[C:6]([C:8]2[C:16]3[C:11](=[CH:12][CH:13]=[CH:14][CH:15]=3)[N:10]([S:17]([C:20]3[CH:25]=[CH:24][CH:23]=[CH:22][CH:21]=3)(=[O:18])=[O:19])[CH:9]=2)=[N:7][C:2]([NH:34][CH:32]2[CH2:33][C:28]([F:36])([F:27])[CH2:29][CH:30]([NH2:35])[CH2:31]2)=[N:3][CH:4]=1, predict the reactants needed to synthesize it. The reactants are: Cl[C:2]1[N:7]=[C:6]([C:8]2[C:16]3[C:11](=[CH:12][CH:13]=[CH:14][CH:15]=3)[N:10]([S:17]([C:20]3[CH:25]=[CH:24][CH:23]=[CH:22][CH:21]=3)(=[O:19])=[O:18])[CH:9]=2)[C:5]([Cl:26])=[CH:4][N:3]=1.[F:27][C:28]1([F:36])[CH2:33][CH:32]([NH2:34])[CH2:31][CH:30]([NH2:35])[CH2:29]1.CCN(C(C)C)C(C)C. (4) Given the product [Cl:20][C:17]1[CH:18]=[CH:19][C:14]([CH2:13][C@@H:12]2[C:4]3=[N:5][C:6]4[CH:11]=[CH:10][CH:9]=[CH:8][C:7]=4[N:3]3[C:22](=[O:23])[NH:21]2)=[CH:15][CH:16]=1, predict the reactants needed to synthesize it. The reactants are: N#N.[NH:3]1[C:7]2[CH:8]=[CH:9][CH:10]=[CH:11][C:6]=2[N:5]=[C:4]1[C@H:12]([NH2:21])[CH2:13][C:14]1[CH:19]=[CH:18][C:17]([Cl:20])=[CH:16][CH:15]=1.[C:22](N1C=CN=C1)(N1C=CN=C1)=[O:23].O. (5) The reactants are: [CH2:1]([O:8][C:9]([N:11]1[CH2:18][C@@H:17]2[C@@H:13]([NH:14][CH2:15][CH2:16]2)[CH2:12]1)=[O:10])[C:2]1[CH:7]=[CH:6][CH:5]=[CH:4][CH:3]=1.[C:19]([C:21]1[CH:26]=[CH:25][C:24]([C:27]2[CH:32]=[CH:31][C:30](OS(C(F)(F)F)(=O)=O)=[CH:29][CH:28]=2)=[CH:23][CH:22]=1)#[N:20].C1(P(C2C=CC=CC=2)C2C=CC3C(=CC=CC=3)C=2C2C3C(=CC=CC=3)C=CC=2P(C2C=CC=CC=2)C2C=CC=CC=2)C=CC=CC=1.CC(C)([O-])C.[Na+]. Given the product [CH2:1]([O:8][C:9]([N:11]1[CH2:18][C@@H:17]2[C@@H:13]([N:14]([C:30]3[CH:29]=[CH:28][C:27]([C:24]4[CH:23]=[CH:22][C:21]([C:19]#[N:20])=[CH:26][CH:25]=4)=[CH:32][CH:31]=3)[CH2:15][CH2:16]2)[CH2:12]1)=[O:10])[C:2]1[CH:3]=[CH:4][CH:5]=[CH:6][CH:7]=1, predict the reactants needed to synthesize it. (6) Given the product [CH2:28]([CH:27]([CH2:26][CH2:25][CH2:24][CH3:23])[C:34]([OH:36])=[O:35])[CH3:29], predict the reactants needed to synthesize it. The reactants are: CC(CCCCCCCCCCCCC(O)=O)C.CCCC[CH2:23][CH2:24][CH2:25][CH2:26][CH:27]([C:34]([OH:36])=[O:35])[CH2:28][CH2:29]CCCC. (7) Given the product [S:1]1[CH:2]=[C:3]([CH2:10][CH2:11][OH:12])[C:4]2[CH:9]=[CH:8][CH:7]=[CH:6][C:5]1=2, predict the reactants needed to synthesize it. The reactants are: [S:1]1[C:5]2[CH:6]=[CH:7][CH:8]=[CH:9][C:4]=2[C:3]([CH2:10][C:11](O)=[O:12])=[CH:2]1.[H-].[H-].[H-].[H-].[Li+].[Al+3]. (8) Given the product [F:1][C:2]([F:12])([F:13])[C:3]1[CH:4]=[CH:5][C:6]([NH:9][C:10](=[O:11])[NH:14][C@H:15]2[CH2:20][CH2:19][C@H:18]([O:21][C:22]3[CH:30]=[CH:29][C:25]([C:26]([OH:28])=[O:27])=[CH:24][CH:23]=3)[CH2:17][CH2:16]2)=[CH:7][CH:8]=1, predict the reactants needed to synthesize it. The reactants are: [F:1][C:2]([F:13])([F:12])[C:3]1[CH:8]=[CH:7][C:6]([N:9]=[C:10]=[O:11])=[CH:5][CH:4]=1.[NH2:14][C@H:15]1[CH2:20][CH2:19][C@H:18]([O:21][C:22]2[CH:30]=[CH:29][C:25]([C:26]([OH:28])=[O:27])=[CH:24][CH:23]=2)[CH2:17][CH2:16]1.ClC1C=CC(NC(=O)N[C@H]2CC[C@H](OC3C=CC(C(O)=O)=CC=3)CC2)=CC=1C(F)(F)F. (9) Given the product [NH2:11][CH2:10][CH2:9][C:6]1[CH:7]=[CH:8][C:3]([OH:2])=[C:4]([Cl:15])[CH:5]=1, predict the reactants needed to synthesize it. The reactants are: C[O:2][C:3]1[CH:8]=[CH:7][C:6]([CH2:9][CH2:10][NH2:11])=[CH:5][CH:4]=1.S(Cl)([Cl:15])(=O)=O.CCOCC. (10) Given the product [NH2:24][C:12]1[CH:11]=[C:10]([CH:15]=[CH:14][C:13]=1[S:16][C:17]1[CH:22]=[CH:21][CH:20]=[C:19]([OH:23])[CH:18]=1)[C:9]([NH:8][C:4]1[CH:5]=[CH:6][CH:7]=[C:2]([Br:1])[CH:3]=1)=[O:27], predict the reactants needed to synthesize it. The reactants are: [Br:1][C:2]1[CH:3]=[C:4]([NH:8][C:9](=[O:27])[C:10]2[CH:15]=[CH:14][C:13]([S:16][C:17]3[CH:22]=[CH:21][CH:20]=[C:19]([OH:23])[CH:18]=3)=[C:12]([N+:24]([O-])=O)[CH:11]=2)[CH:5]=[CH:6][CH:7]=1.[Cl-].[NH4+].O1CCCC1.O.